From a dataset of Reaction yield outcomes from USPTO patents with 853,638 reactions. Predict the reaction yield, written as a fraction of the theoretical maximum amount of product (1.0 means a 100% yield; for example, 0.34 means a 34% yield). (1) The reactants are [I:1][C:2]1[CH:3]=[C:4]2[C:8](=[CH:9][CH:10]=1)[NH:7][C:6](=[O:11])[C:5]2=O.[CH2:13]([O:19][C:20]1[CH:38]=[CH:37][C:23]([C:24]([NH:26][C:27]2[CH:32]=[CH:31][C:30]([C:33]([NH:35][NH2:36])=[O:34])=[CH:29][CH:28]=2)=[O:25])=[CH:22][CH:21]=1)[CH2:14][CH2:15][CH2:16][CH2:17][CH3:18]. The catalyst is C(O)(=O)C. The product is [CH2:13]([O:19][C:20]1[CH:38]=[CH:37][C:23]([C:24]([NH:26][C:27]2[CH:28]=[CH:29][C:30]([C:33]([NH:35][N:36]=[C:5]3[C:4]4[C:8](=[CH:9][CH:10]=[C:2]([I:1])[CH:3]=4)[NH:7][C:6]3=[O:11])=[O:34])=[CH:31][CH:32]=2)=[O:25])=[CH:22][CH:21]=1)[CH2:14][CH2:15][CH2:16][CH2:17][CH3:18]. The yield is 0.900. (2) The reactants are [Cl:1][C:2]1[CH:7]=[CH:6][CH:5]=[C:4](/[CH:8]=[CH:9]/[CH2:10][P:11]([O:16][CH2:17][CH3:18])([O:13][CH2:14][CH3:15])=[O:12])[CH:3]=1.[CH2:19](P(=O)(OCC)OCC)C=C. No catalyst specified. The product is [Cl:1][C:2]1[CH:7]=[CH:6][CH:5]=[C:4](/[CH:8]=[CH:9]/[CH:10]([P:11]([O:16][CH2:17][CH3:18])([O:13][CH2:14][CH3:15])=[O:12])[CH3:19])[CH:3]=1. The yield is 0.256. (3) The reactants are Cl[C:2]1[N:3]=[C:4]([OH:12])[C:5]2[CH:11]=[CH:10][N:9]=[CH:8][C:6]=2[N:7]=1.[CH3:13][N:14]([C:22]1[CH:23]=[N:24][CH:25]=[C:26]([N:28]2[CH2:33][CH2:32][O:31][CH2:30][CH2:29]2)[CH:27]=1)[C:15]1[CH:20]=[CH:19][C:18]([OH:21])=[CH:17][CH:16]=1. No catalyst specified. The product is [CH3:13][N:14]([C:22]1[CH:23]=[N:24][CH:25]=[C:26]([N:28]2[CH2:33][CH2:32][O:31][CH2:30][CH2:29]2)[CH:27]=1)[C:15]1[CH:20]=[CH:19][C:18]([O:21][C:2]2[N:3]=[C:4]([OH:12])[C:5]3[CH:11]=[CH:10][N:9]=[CH:8][C:6]=3[N:7]=2)=[CH:17][CH:16]=1. The yield is 0.100. (4) The reactants are CN(C)[CH:3]=[CH:4][C:5]([C:7]1[NH:11][C:10]([CH2:12][O:13][CH3:14])=[N:9][C:8]=1[C:15]([O:18][CH3:19])([CH3:17])[CH3:16])=O.Cl.[NH2:22][C:23]([NH2:25])=[NH:24].C[O-].[Na+]. The catalyst is C(O)CCC. The product is [NH2:24][C:23]1[N:25]=[C:5]([C:7]2[NH:11][C:10]([CH2:12][O:13][CH3:14])=[N:9][C:8]=2[C:15]([O:18][CH3:19])([CH3:17])[CH3:16])[CH:4]=[CH:3][N:22]=1. The yield is 0.600. (5) The product is [C:6]([C:10]1[N:15]=[C:14]([Cl:3])[C:13]([C:17]([O:19][CH2:20][CH3:21])=[O:18])=[CH:12][N:11]=1)([CH3:9])([CH3:8])[CH3:7]. The yield is 0.850. The reactants are O=P(Cl)(Cl)[Cl:3].[C:6]([C:10]1[N:15]=[C:14](O)[C:13]([C:17]([O:19][CH2:20][CH3:21])=[O:18])=[CH:12][N:11]=1)([CH3:9])([CH3:8])[CH3:7]. The catalyst is C(N(CC)CC)C. (6) The reactants are Cl.[F:2][C:3]1([F:14])[CH2:7][NH:6][C@@H:5]([CH:8]([CH3:13])[CH2:9][C:10]([OH:12])=[O:11])[CH2:4]1.[Br:15][C:16]1[CH:21]=[C:20]([F:22])[CH:19]=[CH:18][C:17]=1[C@H:23]1[C:28]([C:29]([O:31][CH2:32][CH3:33])=[O:30])=[C:27]([CH2:34]Br)[NH:26][C:25]([C:36]2[S:37][CH:38]=[CH:39][N:40]=2)=[N:24]1.C(=O)([O-])[O-].[K+].[K+]. The catalyst is C(O)C. The product is [Br:15][C:16]1[CH:21]=[C:20]([F:22])[CH:19]=[CH:18][C:17]=1[C@@H:23]1[N:24]=[C:25]([C:36]2[S:37][CH:38]=[CH:39][N:40]=2)[NH:26][C:27]([CH2:34][N:6]2[CH2:7][C:3]([F:2])([F:14])[CH2:4][C@@H:5]2[CH:8]([CH3:13])[CH2:9][C:10]([OH:12])=[O:11])=[C:28]1[C:29]([O:31][CH2:32][CH3:33])=[O:30]. The yield is 0.220. (7) The reactants are ClC(Cl)(Cl)[C:3]([C:5]1[NH:6][CH:7]=[C:8]([I:10])[CH:9]=1)=[O:4].[CH3:13][O-:14].[Na+]. The catalyst is CO. The product is [CH3:13][O:14][C:3]([C:5]1[NH:6][CH:7]=[C:8]([I:10])[CH:9]=1)=[O:4]. The yield is 0.925. (8) The reactants are Br[C:2]1[CH:3]=[C:4]2[C:8](=[CH:9][CH:10]=1)[C:7](=[O:11])[N:6]([C:12]1[CH:17]=[CH:16][CH:15]=[CH:14][CH:13]=1)[CH2:5]2.CC(C)([O-])C.[K+].[CH3:24][C:25]1[CH:31]=[CH:30][C:29]([N+:32]([O-:34])=[O:33])=[CH:28][C:26]=1[NH2:27].C(Cl)(Cl)Cl. The catalyst is C1(C)C=CC=CC=1.C([O-])(=O)C.[Pd+2].C([O-])(=O)C.C1(P(C2C=CC=CC=2)C2C=CC3C(=CC=CC=3)C=2C2C3C(=CC=CC=3)C=CC=2P(C2C=CC=CC=2)C2C=CC=CC=2)C=CC=CC=1.O. The product is [CH3:24][C:25]1[CH:31]=[CH:30][C:29]([N+:32]([O-:34])=[O:33])=[CH:28][C:26]=1[NH:27][C:2]1[CH:3]=[C:4]2[C:8](=[CH:9][CH:10]=1)[C:7](=[O:11])[N:6]([C:12]1[CH:17]=[CH:16][CH:15]=[CH:14][CH:13]=1)[CH2:5]2. The yield is 0.800.